From a dataset of Full USPTO retrosynthesis dataset with 1.9M reactions from patents (1976-2016). Predict the reactants needed to synthesize the given product. (1) Given the product [CH:1]([P:3](=[O:4])([O-:6])[O-:5])=[CH2:2].[C:7]([OH:11])(=[O:10])[CH:8]=[CH2:9], predict the reactants needed to synthesize it. The reactants are: [CH:1]([P:3](=[O:6])([O-:5])[O-:4])=[CH2:2].[C:7]([OH:11])(=[O:10])[CH:8]=[CH2:9].[OH-].[Na+].C(C=CC(N)=O)C=CC(N)=O.S(OOS([O-])(=O)=O)([O-])(=O)=O.[Na+].[Na+]. (2) Given the product [CH3:14][Si:15]([CH3:18])([CH3:17])[CH2:16][CH:3]([C:1]#[N:2])[C:4]([O:6][CH2:7][CH3:8])=[O:5], predict the reactants needed to synthesize it. The reactants are: [C:1]([CH2:3][C:4]([O:6][CH2:7][CH3:8])=[O:5])#[N:2].[O-]CC.[Na+].I[CH2:14][Si:15]([CH3:18])([CH3:17])[CH3:16].[Cl-].[NH4+]. (3) Given the product [CH3:1][C:2]1[N:7]=[C:6]([C:8]2[NH:10][O:11][C:20](=[O:21])[N:9]=2)[CH:5]=[C:4]([O:12][CH2:13][C:14]2[CH:19]=[CH:18][CH:17]=[CH:16][CH:15]=2)[N:3]=1, predict the reactants needed to synthesize it. The reactants are: [CH3:1][C:2]1[N:7]=[C:6]([C:8](=[N:10][OH:11])[NH2:9])[CH:5]=[C:4]([O:12][CH2:13][C:14]2[CH:19]=[CH:18][CH:17]=[CH:16][CH:15]=2)[N:3]=1.[C:20](N1C=CN=C1)(N1C=CN=C1)=[O:21].N12CCCN=C1CCCCC2.Cl. (4) Given the product [C:1]([C:5]1[CH:6]=[CH:7][C:8]([C:11]2([C:12]([O:14][CH3:15])=[O:13])[CH2:28][CH2:27]2)=[CH:9][CH:10]=1)([CH3:4])([CH3:2])[CH3:3], predict the reactants needed to synthesize it. The reactants are: [C:1]([C:5]1[CH:10]=[CH:9][C:8]([CH2:11][C:12]([O:14][CH3:15])=[O:13])=[CH:7][CH:6]=1)([CH3:4])([CH3:3])[CH3:2].C[Si]([N-][Si](C)(C)C)(C)C.[Li+].Br[CH2:27][CH2:28]Cl. (5) Given the product [NH2:31][C:5]1[CH:4]=[C:3]([C:1]#[N:2])[CH:30]=[CH:29][C:6]=1[NH:7][CH:8]1[CH2:13][CH2:12][N:11]([CH2:14][CH2:15][CH:16]([C:17]2[CH:18]=[CH:19][CH:20]=[CH:21][CH:22]=2)[C:23]2[CH:28]=[CH:27][CH:26]=[CH:25][CH:24]=2)[CH2:10][CH2:9]1, predict the reactants needed to synthesize it. The reactants are: [C:1]([C:3]1[CH:30]=[CH:29][C:6]([NH:7][CH:8]2[CH2:13][CH2:12][N:11]([CH2:14][CH2:15][CH:16]([C:23]3[CH:28]=[CH:27][CH:26]=[CH:25][CH:24]=3)[C:17]3[CH:22]=[CH:21][CH:20]=[CH:19][CH:18]=3)[CH2:10][CH2:9]2)=[C:5]([N+:31]([O-])=O)[CH:4]=1)#[N:2].Cl.